This data is from Reaction yield outcomes from USPTO patents with 853,638 reactions. The task is: Predict the reaction yield, written as a fraction of the theoretical maximum amount of product (1.0 means a 100% yield; for example, 0.34 means a 34% yield). (1) The reactants are I[C:2]1[CH:3]=[C:4]([O:12][CH3:13])[C:5]([O:10][CH3:11])=[C:6]([O:8][CH3:9])[CH:7]=1.[O:14]1[CH:18]=[CH:17][CH2:16][CH2:15]1.CC([O-])=O.[K+]. The catalyst is CN(C=O)C.[N+](CCCC)(CCCC)(CCCC)CCCC.[Cl-].CCOC(C)=O.O.CC([O-])=O.CC([O-])=O.[Pd+2].C1C=CC(P(C2C=CC=CC=2)C2C=CC=CC=2)=CC=1. The product is [CH3:9][O:8][C:6]1[CH:7]=[C:2]([CH:18]2[CH2:17][CH:16]=[CH:15][O:14]2)[CH:3]=[C:4]([O:12][CH3:13])[C:5]=1[O:10][CH3:11]. The yield is 0.430. (2) The reactants are [C:1]1([C@@H:7]2[CH2:11][N:10]([CH:12]3[CH2:17][CH2:16][O:15][CH2:14][CH2:13]3)[C:9](=[O:18])[N:8]2[CH:19]2[CH2:24][CH2:23][NH:22][CH2:21][CH2:20]2)[CH:6]=[CH:5][CH:4]=[CH:3][CH:2]=1.Br[CH2:26][C:27]1[CH:28]=[CH:29][C:30]([O:33][C:34]2[CH:41]=[CH:40][C:37]([C:38]#[N:39])=[CH:36][CH:35]=2)=[N:31][CH:32]=1.CCN(C(C)C)C(C)C. The catalyst is CC#N. The product is [O:18]=[C:9]1[N:10]([CH:12]2[CH2:13][CH2:14][O:15][CH2:16][CH2:17]2)[CH2:11][C@@H:7]([C:1]2[CH:2]=[CH:3][CH:4]=[CH:5][CH:6]=2)[N:8]1[CH:19]1[CH2:24][CH2:23][N:22]([CH2:26][C:27]2[CH:28]=[CH:29][C:30]([O:33][C:34]3[CH:41]=[CH:40][C:37]([C:38]#[N:39])=[CH:36][CH:35]=3)=[N:31][CH:32]=2)[CH2:21][CH2:20]1. The yield is 0.540. (3) The reactants are [C:1]([O:5][C:6]([N:8]1[CH2:13][CH2:12][N:11]2[C:14]([C:20]3[CH:25]=[CH:24][CH:23]=[CH:22][CH:21]=3)=[N:15][C:16]([C:17]([OH:19])=O)=[C:10]2[CH2:9]1)=[O:7])([CH3:4])([CH3:3])[CH3:2].[NH2:26][C@@H:27]([C:32]([CH3:35])([CH3:34])[CH3:33])[C:28]([O:30][CH3:31])=[O:29].CCN(C(C)C)C(C)C.CN(C(ON1N=NC2C=CC=CC1=2)=[N+](C)C)C.[B-](F)(F)(F)F. The catalyst is CN(C=O)C.O. The product is [CH3:31][O:30][C:28](=[O:29])[C@@H:27]([NH:26][C:17]([C:16]1[N:15]=[C:14]([C:20]2[CH:25]=[CH:24][CH:23]=[CH:22][CH:21]=2)[N:11]2[CH2:12][CH2:13][N:8]([C:6]([O:5][C:1]([CH3:4])([CH3:3])[CH3:2])=[O:7])[CH2:9][C:10]=12)=[O:19])[C:32]([CH3:35])([CH3:34])[CH3:33]. The yield is 0.980. (4) The reactants are [F:1][C:2]1([F:37])[O:6][C:5]2[CH:7]=[CH:8][C:9]([C:11]3([C:14]([NH:16][C@H:17]4[C:26]5[C:21](=[CH:22][CH:23]=[CH:24][CH:25]=5)[O:20][C@@H:19]([C:27]5[CH:28]=[C:29]([CH:34]=[CH:35][CH:36]=5)[C:30]([O:32]C)=[O:31])[CH2:18]4)=[O:15])[CH2:13][CH2:12]3)=[CH:10][C:4]=2[O:3]1.[OH-].[Li+]. The catalyst is O1CCCC1.O. The product is [F:37][C:2]1([F:1])[O:6][C:5]2[CH:7]=[CH:8][C:9]([C:11]3([C:14]([NH:16][C@H:17]4[C:26]5[C:21](=[CH:22][CH:23]=[CH:24][CH:25]=5)[O:20][C@@H:19]([C:27]5[CH:28]=[C:29]([CH:34]=[CH:35][CH:36]=5)[C:30]([OH:32])=[O:31])[CH2:18]4)=[O:15])[CH2:12][CH2:13]3)=[CH:10][C:4]=2[O:3]1. The yield is 0.617. (5) The catalyst is C(COC)OC.O.C1C=CC([P]([Pd]([P](C2C=CC=CC=2)(C2C=CC=CC=2)C2C=CC=CC=2)([P](C2C=CC=CC=2)(C2C=CC=CC=2)C2C=CC=CC=2)[P](C2C=CC=CC=2)(C2C=CC=CC=2)C2C=CC=CC=2)(C2C=CC=CC=2)C2C=CC=CC=2)=CC=1.CCOC(C)=O. The product is [CH3:14][O:15][C:16]1[CH:21]=[C:20]([C:2]2[CH:3]=[C:4]3[C:8](=[CH:9][CH:10]=2)[NH:7][C:6](=[O:11])[C:5]3([CH3:13])[CH3:12])[CH:19]=[CH:18][CH:17]=1. The yield is 0.310. The reactants are Br[C:2]1[CH:3]=[C:4]2[C:8](=[CH:9][CH:10]=1)[NH:7][C:6](=[O:11])[C:5]2([CH3:13])[CH3:12].[CH3:14][O:15][C:16]1[CH:17]=[C:18](B(O)O)[CH:19]=[CH:20][CH:21]=1.C(=O)([O-])[O-].[K+].[K+].[Cl-].[NH4+]. (6) The reactants are [CH3:1][C:2]([N:5]1[C:9]([NH2:10])=[C:8]([C:11]2[CH:16]=[C:15]([F:17])[CH:14]=[C:13]([O:18]CC3C=CC=CC=3)[C:12]=2[O:26][CH3:27])[C:7]([CH3:28])=[N:6]1)([CH3:4])[CH3:3].OCC1(OC[C@@H](O)[C@@H](O)[C@H]1O)O. The catalyst is C1COCC1.C(OCC)(=O)C.[Pd]. The product is [NH2:10][C:9]1[N:5]([C:2]([CH3:3])([CH3:4])[CH3:1])[N:6]=[C:7]([CH3:28])[C:8]=1[C:11]1[C:12]([O:26][CH3:27])=[C:13]([OH:18])[CH:14]=[C:15]([F:17])[CH:16]=1. The yield is 0.930. (7) The reactants are FC(F)(F)S(O[C:7]1[CH:15]=[CH:14][C:13]([C:16]2[N:17]([C:32]([O:34][C:35]([CH3:38])([CH3:37])[CH3:36])=[O:33])[C:18]3[C:23]([CH:24]=2)=[CH:22][C:21]([CH2:25][N:26]2[CH2:31][CH2:30][CH2:29][CH2:28][CH2:27]2)=[CH:20][CH:19]=3)=[C:12]2[C:8]=1[CH2:9][NH:10][C:11]2=[O:39])(=O)=O.O.[C:43](#[N:45])C. The catalyst is [C-]#N.[Zn+2].[C-]#N. The product is [C:43]([C:7]1[CH:15]=[CH:14][C:13]([C:16]2[N:17]([C:32]([O:34][C:35]([CH3:37])([CH3:38])[CH3:36])=[O:33])[C:18]3[C:23]([CH:24]=2)=[CH:22][C:21]([CH2:25][N:26]2[CH2:27][CH2:28][CH2:29][CH2:30][CH2:31]2)=[CH:20][CH:19]=3)=[C:12]2[C:8]=1[CH2:9][NH:10][C:11]2=[O:39])#[N:45]. The yield is 0.830. (8) The product is [Cl:15][C:16]1[CH:21]=[CH:20][C:19]([CH2:22][CH2:23][NH:24][C:3]2[NH:4][C:5](=[O:14])[C:6]([C:9]([O:11][CH2:12][CH3:13])=[O:10])=[CH:7][N:8]=2)=[CH:18][CH:17]=1. The reactants are CS[C:3]1[NH:4][C:5](=[O:14])[C:6]([C:9]([O:11][CH2:12][CH3:13])=[O:10])=[CH:7][N:8]=1.[Cl:15][C:16]1[CH:21]=[CH:20][C:19]([CH2:22][CH2:23][NH2:24])=[CH:18][CH:17]=1. The yield is 0.252. The catalyst is C(O)C. (9) The reactants are [N:1]1[C:14]2[C:5](=[C:6]3[C:11](=[CH:12][CH:13]=2)[CH2:10][CH2:9][C@@H:8]([CH2:15]OS(C2C=CC(C)=CC=2)(=O)=O)[O:7]3)[CH:4]=[CH:3][CH:2]=1.[F:27][C:28]1[CH:29]=[C:30]2[C:34](=[CH:35][CH:36]=1)[NH:33][CH:32]=[C:31]2[C:37]1[CH2:38][CH2:39][NH:40][CH2:41][CH:42]=1.C(Cl)(Cl)Cl. The catalyst is CS(C)=O. The product is [F:27][C:28]1[CH:29]=[C:30]2[C:34](=[CH:35][CH:36]=1)[NH:33][CH:32]=[C:31]2[C:37]1[CH2:38][CH2:39][N:40]([CH2:15][C@@H:8]2[CH2:9][CH2:10][C:11]3[C:6](=[C:5]4[C:14](=[CH:13][CH:12]=3)[N:1]=[CH:2][CH:3]=[CH:4]4)[O:7]2)[CH2:41][CH:42]=1. The yield is 0.620. (10) The reactants are [F:1][C:2]([F:17])([F:16])[C:3]1[CH:4]=[CH:5][C:6]([N:9]2[CH2:15][CH2:14][CH2:13][NH:12][CH2:11][CH2:10]2)=[N:7][CH:8]=1.[F:18][C:19]([F:35])([F:34])[C:20]1[O:24][N:23]=[C:22]([C:25]2[CH:26]=[C:27]([CH:31]=[CH:32][CH:33]=2)[C:28](O)=[O:29])[N:21]=1.Cl.CN(C)CCCN=C=NCC.C(N(C(C)C)CC)(C)C. The catalyst is ClCCl. The product is [F:34][C:19]([F:18])([F:35])[C:20]1[O:24][N:23]=[C:22]([C:25]2[CH:26]=[C:27]([C:28]([N:12]3[CH2:13][CH2:14][CH2:15][N:9]([C:6]4[CH:5]=[CH:4][C:3]([C:2]([F:1])([F:16])[F:17])=[CH:8][N:7]=4)[CH2:10][CH2:11]3)=[O:29])[CH:31]=[CH:32][CH:33]=2)[N:21]=1. The yield is 0.140.